Predict the product of the given reaction. From a dataset of Forward reaction prediction with 1.9M reactions from USPTO patents (1976-2016). (1) The product is: [CH3:18][N:19]1[CH2:24][CH2:23][N:22]([C:11](=[O:13])[CH2:10][C:7]2[CH:6]=[CH:5][C:4]([N+:1]([O-:3])=[O:2])=[CH:9][CH:8]=2)[CH2:21][CH2:20]1. Given the reactants [N+:1]([C:4]1[CH:9]=[CH:8][C:7]([CH2:10][C:11]([OH:13])=O)=[CH:6][CH:5]=1)([O-:3])=[O:2].S(Cl)(Cl)=O.[CH3:18][N:19]1[CH2:24][CH2:23][NH:22][CH2:21][CH2:20]1.C(Cl)Cl, predict the reaction product. (2) Given the reactants [Cl:1][C:2]1[C:20]([Cl:21])=[CH:19][C:5]2[N:6]([C:9]3[S:13][C:12]([C:14]([O:16][CH3:17])=[O:15])=[C:11]([OH:18])[CH:10]=3)[CH:7]=[N:8][C:4]=2[CH:3]=1.C1(P(C2C=CC=CC=2)C2C=CC=CC=2)C=CC=CC=1.[O:41]1[CH:45]=[CH:44][C:43]([CH2:46]O)=[CH:42]1.N(C(OCC)=O)=NC(OCC)=O, predict the reaction product. The product is: [Cl:1][C:2]1[C:20]([Cl:21])=[CH:19][C:5]2[N:6]([C:9]3[S:13][C:12]([C:14]([O:16][CH3:17])=[O:15])=[C:11]([O:18][CH2:46][C:43]4[CH:44]=[CH:45][O:41][CH:42]=4)[CH:10]=3)[CH:7]=[N:8][C:4]=2[CH:3]=1. (3) Given the reactants [Si:1]([O:8][CH2:9][C:10](=O)[CH3:11])([C:4]([CH3:7])([CH3:6])[CH3:5])([CH3:3])[CH3:2].[CH3:13][C:14]([S:17]([NH2:19])=[O:18])([CH3:16])[CH3:15], predict the reaction product. The product is: [Si:1]([O:8][CH2:9]/[C:10](=[N:19]/[S:17]([C:14]([CH3:16])([CH3:15])[CH3:13])=[O:18])/[CH3:11])([C:4]([CH3:7])([CH3:6])[CH3:5])([CH3:3])[CH3:2]. (4) Given the reactants [Br:1][C:2]1[CH:3]=[CH:4][C:5]2[CH:11]3[CH2:12][CH:9]([CH2:10]3)[N:8]3[C:13](I)=[C:14]([C:16]([NH2:18])=[O:17])[N:15]=[C:7]3[C:6]=2[CH:20]=1.[CH3:21][C:22]([OH:39])([CH3:38])[CH2:23][N:24]1[CH:28]=[C:27](B2OC(C)(C)C(C)(C)O2)[CH:26]=[N:25]1, predict the reaction product. The product is: [Br:1][C:2]1[CH:3]=[CH:4][C:5]2[CH:11]3[CH2:12][CH:9]([CH2:10]3)[N:8]3[C:13]([C:27]4[CH:26]=[N:25][N:24]([CH2:23][C:22]([OH:39])([CH3:38])[CH3:21])[CH:28]=4)=[C:14]([C:16]([NH2:18])=[O:17])[N:15]=[C:7]3[C:6]=2[CH:20]=1.